Dataset: Reaction yield outcomes from USPTO patents with 853,638 reactions. Task: Predict the reaction yield, written as a fraction of the theoretical maximum amount of product (1.0 means a 100% yield; for example, 0.34 means a 34% yield). (1) The reactants are [CH3:1][O:2][C:3](=[O:17])[C:4]1[C:9]([CH:10]=[CH2:11])=[CH:8][CH:7]=[CH:6][C:5]=1[CH2:12][C:13]([O:15][CH3:16])=[O:14].[C:18]([OH:21])(=[S:20])[CH3:19].CC(N=NC(C#N)(C)C)(C#N)C. The catalyst is C1C=CC=CC=1. The product is [CH3:1][O:2][C:3](=[O:17])[C:4]1[C:5]([CH2:12][C:13]([O:15][CH3:16])=[O:14])=[CH:6][CH:7]=[CH:8][C:9]=1[CH2:10][CH2:11][S:20][C:18](=[O:21])[CH3:19]. The yield is 0.330. (2) The reactants are [OH:1][C:2]1[C:7]2[C@@:8]3([OH:45])[C@@:21]([O:25][CH3:26])([C@H:22]([OH:24])[CH2:23][C:6]=2[CH:5]=[C:4]([CH3:46])[C:3]=1[C:47](O)=[O:48])[C:20](=[O:27])[C:19]1[C:10](=[CH:11][C:12]2[C:13](=[O:43])[C:14]([NH:30][CH:31]4[C@H:36]([O:37][CH3:38])[C@H:35]([OH:39])[C@@H:34]([O:40][CH3:41])[C@H:33]([CH3:42])[O:32]4)=[CH:15][C:16](=[O:29])[C:17]=2[C:18]=1[OH:28])[C:9]3=[O:44].[NH2:50][C:51]1[CH:52]=[N:53][CH:54]=[CH:55][CH:56]=1.O.ON1C2C=CC=CC=2N=N1. The catalyst is C1COCC1. The product is [OH:1][C:2]1[C:7]2[C@@:8]3([OH:45])[C@@:21]([O:25][CH3:26])([C@H:22]([OH:24])[CH2:23][C:6]=2[CH:5]=[C:4]([CH3:46])[C:3]=1[C:47]([NH:50][C:51]1[CH:52]=[N:53][CH:54]=[CH:55][CH:56]=1)=[O:48])[C:20](=[O:27])[C:19]1[C:10](=[CH:11][C:12]2[C:13](=[O:43])[C:14]([NH:30][CH:31]4[C@H:36]([O:37][CH3:38])[C@H:35]([OH:39])[C@@H:34]([O:40][CH3:41])[C@H:33]([CH3:42])[O:32]4)=[CH:15][C:16](=[O:29])[C:17]=2[C:18]=1[OH:28])[C:9]3=[O:44]. The yield is 0.0900. (3) The reactants are C[Al](C)C.[CH3:5][NH2:6].C(O[C:10]([C:12]1[N:13]=[N:14][C:15]([O:18][CH2:19][C:20]2[C:21]([C:26]3[CH:31]=[CH:30][CH:29]=[C:28]([F:32])[CH:27]=3)=[N:22][O:23][C:24]=2[CH3:25])=[CH:16][CH:17]=1)=[O:11])C.C(C(C(C([O-])=O)O)O)([O-])=O.[K+].[Na+]. The catalyst is O1CCOCC1. The product is [CH3:5][NH:6][C:10]([C:12]1[N:13]=[N:14][C:15]([O:18][CH2:19][C:20]2[C:21]([C:26]3[CH:31]=[CH:30][CH:29]=[C:28]([F:32])[CH:27]=3)=[N:22][O:23][C:24]=2[CH3:25])=[CH:16][CH:17]=1)=[O:11]. The yield is 0.990. (4) The reactants are Cl[C:2]1[C:11]2[C:6](=[CH:7][C:8]([O:14][CH3:15])=[C:9]([O:12][CH3:13])[CH:10]=2)[N:5]=[CH:4][C:3]=1[C:16]([NH2:18])=[O:17].[NH2:19][C:20]1[CH:28]=[CH:27][CH:26]=[CH:25][C:21]=1[C:22]([NH2:24])=[O:23].C(O)(=O)C. The catalyst is CN(C=O)C. The product is [NH2:24][C:22]([C:21]1[CH:25]=[CH:26][CH:27]=[CH:28][C:20]=1[NH:19][C:2]1[C:11]2[C:6](=[CH:7][C:8]([O:14][CH3:15])=[C:9]([O:12][CH3:13])[CH:10]=2)[N:5]=[CH:4][C:3]=1[C:16]([NH2:18])=[O:17])=[O:23]. The yield is 0.410. (5) The reactants are Cl[C:2]1[CH:7]=[CH:6][C:5]([N+:8]([O-:10])=[O:9])=[CH:4][N:3]=1.[CH:11]([C:14]1[CH:19]=[CH:18][C:17]([OH:20])=[CH:16][CH:15]=1)([CH3:13])[CH3:12].C([O-])([O-])=O.[K+].[K+]. The catalyst is CN(C=O)C. The product is [CH:11]([C:14]1[CH:19]=[CH:18][C:17]([O:20][C:2]2[CH:7]=[CH:6][C:5]([N+:8]([O-:10])=[O:9])=[CH:4][N:3]=2)=[CH:16][CH:15]=1)([CH3:13])[CH3:12]. The yield is 0.990. (6) The reactants are [F:1][C:2]1([F:24])[C@@H:6]([O:7][C:8]2[C:9]([N+:14]([O-])=O)=[N:10][CH:11]=[CH:12][CH:13]=2)[CH2:5][N:4]([C:17]([O:19][C:20]([CH3:23])([CH3:22])[CH3:21])=[O:18])[CH2:3]1. The catalyst is [Pd]. The product is [NH2:14][C:9]1[C:8]([O:7][C@H:6]2[CH2:5][N:4]([C:17]([O:19][C:20]([CH3:21])([CH3:22])[CH3:23])=[O:18])[CH2:3][C:2]2([F:24])[F:1])=[CH:13][CH:12]=[CH:11][N:10]=1. The yield is 0.910.